Dataset: Full USPTO retrosynthesis dataset with 1.9M reactions from patents (1976-2016). Task: Predict the reactants needed to synthesize the given product. (1) Given the product [Cl:17][C:18]1[CH:23]=[CH:22][C:21]([CH2:24][C:25]([N:12]2[CH2:13][CH2:14][CH2:15][C:16]3[N:8]([C:5]4[CH:4]=[CH:3][C:2]([F:1])=[CH:7][CH:6]=4)[N:9]=[CH:10][C:11]2=3)=[O:26])=[CH:20][C:19]=1[O:28][C:29]([F:30])([F:32])[F:31], predict the reactants needed to synthesize it. The reactants are: [F:1][C:2]1[CH:7]=[CH:6][C:5]([N:8]2[C:16]3[CH2:15][CH2:14][CH2:13][NH:12][C:11]=3[CH:10]=[N:9]2)=[CH:4][CH:3]=1.[Cl:17][C:18]1[CH:23]=[CH:22][C:21]([CH2:24][C:25](O)=[O:26])=[CH:20][C:19]=1[O:28][C:29]([F:32])([F:31])[F:30].CCN(CC)CC.CN(C(ON1N=NC2C=CC=NC1=2)=[N+](C)C)C.F[P-](F)(F)(F)(F)F. (2) Given the product [CH3:1][C:2]1([CH3:17])[C:9]2[C:8]([C:10]3[O:14][N:13]=[C:12]([CH3:15])[N:11]=3)=[C:7]([NH:16][C:27]([C:18]3[CH2:23][CH2:22][CH2:21][CH2:20][C:19]=3[C:24]([OH:26])=[O:25])=[O:28])[S:6][C:5]=2[CH2:4][CH2:3]1, predict the reactants needed to synthesize it. The reactants are: [CH3:1][C:2]1([CH3:17])[C:9]2[C:8]([C:10]3[O:14][N:13]=[C:12]([CH3:15])[N:11]=3)=[C:7]([NH2:16])[S:6][C:5]=2[CH2:4][CH2:3]1.[C:18]12[C:27](=[O:28])[O:26][C:24](=[O:25])[C:19]=1[CH2:20][CH2:21][CH2:22][CH2:23]2.